This data is from Full USPTO retrosynthesis dataset with 1.9M reactions from patents (1976-2016). The task is: Predict the reactants needed to synthesize the given product. (1) The reactants are: [Cl:1][C:2]1[CH:7]=[CH:6][CH:5]=[CH:4][C:3]=1[N:8]1[C:12]2[CH:13]=[CH:14][CH:15]=[CH:16][C:11]=2[NH:10][S:9]1(=[O:18])=[O:17].C1(P(C2C=CC=CC=2)C2C=CC=CC=2)C=CC=CC=1.O[CH2:39][CH2:40][N:41]1[CH2:46][CH2:45][N:44]([C:47]([O:49][C:50]([CH3:53])([CH3:52])[CH3:51])=[O:48])[CH2:43][CH2:42]1.CC(OC(/N=N/C(OC(C)C)=O)=O)C. Given the product [Cl:1][C:2]1[CH:7]=[CH:6][CH:5]=[CH:4][C:3]=1[N:8]1[C:12]2[CH:13]=[CH:14][CH:15]=[CH:16][C:11]=2[N:10]([CH2:39][CH2:40][N:41]2[CH2:46][CH2:45][N:44]([C:47]([O:49][C:50]([CH3:51])([CH3:53])[CH3:52])=[O:48])[CH2:43][CH2:42]2)[S:9]1(=[O:18])=[O:17], predict the reactants needed to synthesize it. (2) Given the product [CH:17]([CH:14]1[CH2:15][CH2:16][CH:11]([CH3:24])[CH2:12][CH:13]1[O:20][C:21](=[O:22])[NH:1][C:2]1[CH:7]=[C:6]([Cl:8])[C:5]([OH:9])=[C:4]([Cl:10])[CH:3]=1)([CH3:18])[CH3:19], predict the reactants needed to synthesize it. The reactants are: [NH2:1][C:2]1[CH:7]=[C:6]([Cl:8])[C:5]([OH:9])=[C:4]([Cl:10])[CH:3]=1.[CH:11]1([CH3:24])[CH2:16][CH2:15][CH:14]([CH:17]([CH3:19])[CH3:18])[CH:13]([O:20][C:21](Cl)=[O:22])[CH2:12]1. (3) Given the product [Cl:6][C:7]1[CH:8]=[C:9]2[C:15]3[CH2:16][CH2:17][N:18]4[C:23]([C:14]=3[NH:13][C:10]2=[CH:11][CH:12]=1)=[CH:22][CH2:21][CH2:20][CH2:19]4, predict the reactants needed to synthesize it. The reactants are: F[B-](F)(F)F.[Cl:6][C:7]1[CH:8]=[C:9]2[C:15]3[CH2:16][CH2:17][NH+:18]4[CH:23]([C:14]=3[NH:13][C:10]2=[CH:11][CH:12]=1)[CH2:22][CH2:21][CH2:20][CH2:19]4.[OH-].[Na+]. (4) Given the product [OH:17][CH2:16][C:14]1[CH:13]=[C:12]([C:25]2[C:26]3[C:31](=[CH:32][CH:33]=[CH:28][CH:27]=3)[CH:30]=[CH:29][CH:34]=2)[CH:11]=[C:10]([CH2:9][O:8][C:35]([C:52]2[CH:57]=[CH:56][CH:55]=[CH:54][CH:53]=2)([C:44]2[CH:51]=[CH:50][C:47]([O:48][CH3:49])=[CH:46][CH:45]=2)[C:36]2[CH:43]=[CH:42][C:39]([O:40][CH3:41])=[CH:38][CH:37]=2)[CH:15]=1, predict the reactants needed to synthesize it. The reactants are: [Si]([O:8][CH2:9][C:10]1[CH:11]=[C:12]([C:25]2[CH:26]=[CH:27][C:28]3[C:33]([CH:34]=2)=[CH:32][CH:31]=[CH:30][CH:29]=3)[CH:13]=[C:14]([CH2:16][O:17][Si](C(C)(C)C)(C)C)[CH:15]=1)(C(C)(C)C)(C)C.[C:35](Cl)([C:52]1[CH:57]=[CH:56][CH:55]=[CH:54][CH:53]=1)([C:44]1[CH:51]=[CH:50][C:47]([O:48][CH3:49])=[CH:46][CH:45]=1)[C:36]1[CH:43]=[CH:42][C:39]([O:40][CH3:41])=[CH:38][CH:37]=1. (5) Given the product [C:14]([C:4]([NH2:19])([OH:5])[CH2:3][CH3:2])([O:13][CH2:12][C:9]1[CH:10]=[CH:11][CH:6]=[CH:7][CH:8]=1)=[O:15], predict the reactants needed to synthesize it. The reactants are: N[CH2:2][CH2:3][CH2:4][OH:5].[CH:6]1[CH:11]=[CH:10][C:9]([CH2:12][O:13][C:14](Cl)=[O:15])=[CH:8][CH:7]=1.CC[N:19](C(C)C)C(C)C. (6) Given the product [CH:13]1[CH:12]=[CH:11][C:10]2[S:6][N:7]=[C:8]([N:15]3[CH2:16][CH2:17][N:18]([CH2:21][C@H:22]4[C@H:27]([CH2:28][N:30]5[C:31](=[O:39])[C@H:32]6[C@H:37]([C@H:36]7[CH2:38][C@@H:33]6[CH2:34][CH2:35]7)[C:29]5=[O:40])[CH2:26][CH2:25][CH2:24][CH2:23]4)[CH2:19][CH2:20]3)[C:9]=2[CH:14]=1, predict the reactants needed to synthesize it. The reactants are: S([O-])(=O)(=O)C.[S:6]1[C:10]2[CH:11]=[CH:12][CH:13]=[CH:14][C:9]=2[C:8]([N:15]2[CH2:20][CH2:19][N+:18]3([CH2:28][C@H:27]4[C@@H:22]([CH2:23][CH2:24][CH2:25][CH2:26]4)[CH2:21]3)[CH2:17][CH2:16]2)=[N:7]1.[C:29]1(=[O:40])[C@H:37]2[C@H:32]([C@H:33]3[CH2:38][C@@H:36]2[CH2:35][CH2:34]3)[C:31](=[O:39])[NH:30]1.C(=O)([O-])[O-].[K+].[K+].C1(C)C(C)=CC=CC=1.